This data is from Forward reaction prediction with 1.9M reactions from USPTO patents (1976-2016). The task is: Predict the product of the given reaction. (1) Given the reactants [CH2:1]([O:8][C:9]([N:11]1[CH2:16][C@H:15]([O:17][CH2:18][C:19]2[CH:20]=[CH:21][C:22]3[O:27][CH2:26][CH2:25][N:24]([CH2:28][CH2:29][CH2:30][O:31][CH3:32])[C:23]=3[CH:33]=2)[C@@H:14]([C:34]2[CH:39]=[CH:38][C:37]([O:40][CH3:41])=[CH:36][CH:35]=2)[CH2:13][C@H:12]1[CH2:42][C:43](O)=[O:44])=[O:10])[C:2]1[CH:7]=[CH:6][CH:5]=[CH:4][CH:3]=1.O1CCCC1.B, predict the reaction product. The product is: [CH2:1]([O:8][C:9]([N:11]1[CH2:16][C@H:15]([O:17][CH2:18][C:19]2[CH:20]=[CH:21][C:22]3[O:27][CH2:26][CH2:25][N:24]([CH2:28][CH2:29][CH2:30][O:31][CH3:32])[C:23]=3[CH:33]=2)[C@@H:14]([C:34]2[CH:39]=[CH:38][C:37]([O:40][CH3:41])=[CH:36][CH:35]=2)[CH2:13][C@H:12]1[CH2:42][CH2:43][OH:44])=[O:10])[C:2]1[CH:7]=[CH:6][CH:5]=[CH:4][CH:3]=1. (2) Given the reactants [CH2:1]([C@:8]12[C:21]3[C:16](=[CH:17][C:18]([C:22]([O:24][CH3:25])=[O:23])=[CH:19][CH:20]=3)[CH:15]=[CH:14][C@H:13]1[CH2:12][C:11]1(OCC[O:26]1)[CH2:10][CH2:9]2)[C:2]1[CH:7]=[CH:6][CH:5]=[CH:4][CH:3]=1.O.C(O)(C(F)(F)F)=O, predict the reaction product. The product is: [CH2:1]([C@@:8]12[CH2:9][CH2:10][C:11](=[O:26])[CH2:12][C@@H:13]1[CH:14]=[CH:15][C:16]1[CH:17]=[C:18]([C:22]([O:24][CH3:25])=[O:23])[CH:19]=[CH:20][C:21]2=1)[C:2]1[CH:3]=[CH:4][CH:5]=[CH:6][CH:7]=1.